From a dataset of Full USPTO retrosynthesis dataset with 1.9M reactions from patents (1976-2016). Predict the reactants needed to synthesize the given product. (1) Given the product [C:30]([C:27]([C:23]1[CH:22]=[C:21]([C:20]([NH:19][C:14]2[CH:15]=[CH:16][C:17]([CH3:18])=[C:12]([NH:11][C:6]3[N:7]=[CH:8][C:9]4[N:10]=[C:2]([NH:1][C:39]([C:36]5[CH:35]=[C:34]([CH3:33])[NH:38][N:37]=5)=[O:40])[S:3][C:4]=4[N:5]=3)[CH:13]=2)=[O:32])[CH:26]=[CH:25][CH:24]=1)([CH3:29])[CH3:28])#[N:31], predict the reactants needed to synthesize it. The reactants are: [NH2:1][C:2]1[S:3][C:4]2[N:5]=[C:6]([NH:11][C:12]3[CH:13]=[C:14]([NH:19][C:20](=[O:32])[C:21]4[CH:26]=[CH:25][CH:24]=[C:23]([C:27]([C:30]#[N:31])([CH3:29])[CH3:28])[CH:22]=4)[CH:15]=[CH:16][C:17]=3[CH3:18])[N:7]=[CH:8][C:9]=2[N:10]=1.[CH3:33][C:34]1[NH:38][N:37]=[C:36]([C:39](O)=[O:40])[CH:35]=1.F[P-](F)(F)(F)(F)F.N1(OC(N(C)C)=[N+](C)C)C2N=CC=CC=2N=N1.C(=O)([O-])O.[Na+]. (2) Given the product [F:32][C:26]1[CH:27]=[CH:28][CH:29]=[C:30]([F:31])[C:25]=1[NH:24][C:22](=[O:23])[C:21]1[CH:33]=[C:17]([C:9]2[N:10]=[C:11]3[CH:16]=[CH:15][CH:14]=[CH:13][N:12]3[C:8]=2[C:6]2[CH:5]=[CH:4][N:3]=[C:2]([NH:40][C:39]3[CH:41]=[CH:42][C:43]([CH:45]4[CH2:46][CH2:47][N:48]([CH2:51][CH2:52][CH3:53])[CH2:49][CH2:50]4)=[CH:44][C:38]=3[O:37][CH3:36])[N:7]=2)[CH:18]=[CH:19][C:20]=1[O:34][CH3:35], predict the reactants needed to synthesize it. The reactants are: Cl[C:2]1[N:7]=[C:6]([C:8]2[N:12]3[CH:13]=[CH:14][CH:15]=[CH:16][C:11]3=[N:10][C:9]=2[C:17]2[CH:18]=[CH:19][C:20]([O:34][CH3:35])=[C:21]([CH:33]=2)[C:22]([NH:24][C:25]2[C:30]([F:31])=[CH:29][CH:28]=[CH:27][C:26]=2[F:32])=[O:23])[CH:5]=[CH:4][N:3]=1.[CH3:36][O:37][C:38]1[CH:44]=[C:43]([CH:45]2[CH2:50][CH2:49][N:48]([CH2:51][CH2:52][CH3:53])[CH2:47][CH2:46]2)[CH:42]=[CH:41][C:39]=1[NH2:40].C1(C)C=CC(S(O)(=O)=O)=CC=1.C[O-].[Na+]. (3) Given the product [NH2:8][NH2:9].[C:10]([OH:18])(=[O:17])[CH2:11][CH2:12][CH2:13][C:14]([OH:16])=[O:15], predict the reactants needed to synthesize it. The reactants are: C([NH:8][NH2:9])(OC(C)(C)C)=O.[C:10]([OH:18])(=[O:17])[CH2:11][CH2:12][CH2:13][C:14]([OH:16])=[O:15].FC(F)(F)C(O)=O.C(N)COCCOCCO.C(N(CC)CC)C. (4) Given the product [Br:1][C:2]1[CH:3]=[CH:4][C:5]([CH3:10])=[C:6]([CH:9]=1)[CH2:7][Cl:15], predict the reactants needed to synthesize it. The reactants are: [Br:1][C:2]1[CH:3]=[CH:4][C:5]([CH3:10])=[C:6]([CH:9]=1)[CH:7]=O.[BH4-].[Na+].CO.[ClH:15]. (5) Given the product [Cl:26][C:27]1[CH:32]=[C:31]([Cl:33])[CH:30]=[CH:29][C:28]=1[C:9]1[CH:10]=[C:11]2[C:15]3=[C:16]([CH2:18][NH:19][CH2:20][CH2:21][N:14]3[C@H:13]3[CH2:22][CH2:23][NH:24][CH2:25][C@@H:12]23)[CH:17]=1, predict the reactants needed to synthesize it. The reactants are: FC1C=CC=C(F)C=1[C:9]1[CH:10]=[C:11]2[C:15]3=[C:16]([CH2:18][NH:19][CH2:20][CH2:21][N:14]3[C@H:13]3[CH2:22][CH2:23][NH:24][CH2:25][C@@H:12]23)[CH:17]=1.[Cl:26][C:27]1[CH:32]=[C:31]([Cl:33])[CH:30]=[CH:29][C:28]=1B(O)O.[OH-].[Ba+2].[OH-]. (6) Given the product [OH:11][CH2:10][C:7]1[CH:8]=[CH:9][C:2]([F:1])=[C:3]([CH:6]=1)[CH2:4][NH2:5], predict the reactants needed to synthesize it. The reactants are: [F:1][C:2]1[CH:9]=[CH:8][C:7]([CH:10]=[O:11])=[CH:6][C:3]=1[C:4]#[N:5].[BH4-].[Na+].S(OC)(OC)(=O)=O. (7) Given the product [NH2:1][C:2]1[C:11]2[CH:10]=[CH:9][CH:8]=[C:7]([C:22]3[CH:23]=[C:24]([O:27][CH3:28])[CH:25]=[CH:26][C:21]=3[Cl:20])[C:6]=2[N:5]=[C:4]2[CH2:13][N:14]([CH:17]3[CH2:19][CH2:18]3)[C:15](=[O:16])[C:3]=12, predict the reactants needed to synthesize it. The reactants are: [NH2:1][C:2]1[C:11]2[CH:10]=[CH:9][CH:8]=[C:7](Br)[C:6]=2[N:5]=[C:4]2[CH2:13][N:14]([CH:17]3[CH2:19][CH2:18]3)[C:15](=[O:16])[C:3]=12.[Cl:20][C:21]1[CH:26]=[CH:25][C:24]([O:27][CH3:28])=[CH:23][C:22]=1B(O)O. (8) Given the product [C:50]([Si:37]([O:54][CH2:55][CH2:56][CH2:57][CH2:58][CH2:59][CH:26]([C:21]1[CH:22]=[CH:23][CH:24]=[CH:25][C:20]=1[CH2:19][O:18][Si:5]([C:1]([CH3:4])([CH3:2])[CH3:3])([C:6]1[CH:7]=[CH:8][CH:9]=[CH:10][CH:11]=1)[C:12]1[CH:17]=[CH:16][CH:15]=[CH:14][CH:13]=1)[S:27]([C:30]1[CH:35]=[CH:34][C:33]([Cl:36])=[CH:32][CH:31]=1)(=[O:28])=[O:29])([CH3:38])[CH3:44])([CH3:52])([CH3:53])[CH3:51], predict the reactants needed to synthesize it. The reactants are: [C:1]([Si:5]([O:18][CH2:19][C:20]1[CH:25]=[CH:24][CH:23]=[CH:22][C:21]=1[CH2:26][S:27]([C:30]1[CH:35]=[CH:34][C:33]([Cl:36])=[CH:32][CH:31]=1)(=[O:29])=[O:28])([C:12]1[CH:17]=[CH:16][CH:15]=[CH:14][CH:13]=1)[C:6]1[CH:11]=[CH:10][CH:9]=[CH:8][CH:7]=1)([CH3:4])([CH3:3])[CH3:2].[Si:37]([O:54][CH2:55][CH2:56][CH2:57][CH2:58][CH2:59]O)([C:50]([CH3:53])([CH3:52])[CH3:51])([C:44]1C=CC=CC=1)[C:38]1C=CC=CC=1.C(C=P(CCCC)(CCCC)CCCC)#N.C(OCC)(=O)C. (9) Given the product [CH:26]1([CH2:25][N:24]([CH2:21][CH2:22][CH3:23])[C:13]2[C:14]3[C:19](=[CH:18][CH:17]=[CH:16][CH:15]=3)[C:10]([C:3]3[C:2]([CH3:1])=[CH:7][C:6]([CH3:8])=[CH:5][C:4]=3[CH3:9])=[N:11][N:12]=2)[CH2:28][CH2:27]1, predict the reactants needed to synthesize it. The reactants are: [CH3:1][C:2]1[CH:7]=[C:6]([CH3:8])[CH:5]=[C:4]([CH3:9])[C:3]=1[C:10]1(Cl)[C:19]2[C:14](=[CH:15][CH:16]=[CH:17][CH:18]=2)[CH:13]=[N:12][NH:11]1.[CH2:21]([NH:24][CH2:25][CH:26]1[CH2:28][CH2:27]1)[CH2:22][CH3:23].